Regression. Given a peptide amino acid sequence and an MHC pseudo amino acid sequence, predict their binding affinity value. This is MHC class II binding data. From a dataset of Peptide-MHC class II binding affinity with 134,281 pairs from IEDB. (1) The peptide sequence is INEPTAAAIAYALDR. The MHC is HLA-DQA10501-DQB10301 with pseudo-sequence HLA-DQA10501-DQB10301. The binding affinity (normalized) is 0.704. (2) The peptide sequence is FYNEKAFLLTTFDVS. The MHC is HLA-DQA10101-DQB10501 with pseudo-sequence HLA-DQA10101-DQB10501. The binding affinity (normalized) is 0.612. (3) The peptide sequence is HQQGRCRTCVYNMMG. The MHC is HLA-DQA10303-DQB10402 with pseudo-sequence HLA-DQA10303-DQB10402. The binding affinity (normalized) is 0.248. (4) The peptide sequence is EGRKVAIKGPLRISA. The MHC is DRB4_0103 with pseudo-sequence DRB4_0103. The binding affinity (normalized) is 0.808. (5) The peptide sequence is AGTNYNKTVASLMNA. The MHC is HLA-DPA10201-DPB10101 with pseudo-sequence HLA-DPA10201-DPB10101. The binding affinity (normalized) is 0.336. (6) The peptide sequence is KLPWKNESSIKVIKQ. The MHC is HLA-DQA10401-DQB10402 with pseudo-sequence HLA-DQA10401-DQB10402. The binding affinity (normalized) is 0.223. (7) The peptide sequence is TVFLLVIVELIPSTSSA. The MHC is DRB1_0701 with pseudo-sequence DRB1_0701. The binding affinity (normalized) is 0.166. (8) The peptide sequence is NIVVNVFNQLDQPLL. The MHC is DRB4_0101 with pseudo-sequence DRB4_0103. The binding affinity (normalized) is 0.593.